This data is from Full USPTO retrosynthesis dataset with 1.9M reactions from patents (1976-2016). The task is: Predict the reactants needed to synthesize the given product. (1) Given the product [Cl:1][C:2]1[CH:3]=[C:4]([C:9]2([C:28]([F:30])([F:31])[F:29])[CH2:13][CH2:12][N:11]([C:14]3[CH:15]=[C:16]4[C:20](=[CH:21][CH:22]=3)[CH:19]([NH:23][C:24](=[O:27])[CH2:25][CH3:26])[CH2:18][CH2:17]4)[C:10]2=[O:34])[CH:5]=[C:6]([Cl:8])[CH:7]=1, predict the reactants needed to synthesize it. The reactants are: [Cl:1][C:2]1[CH:3]=[C:4]([C:9]2([C:28]([F:31])([F:30])[F:29])[CH2:13][CH2:12][N:11]([C:14]3[CH:15]=[C:16]4[C:20](=[CH:21][CH:22]=3)[CH:19]([NH:23][C:24](=[O:27])[CH2:25][CH3:26])[CH2:18][CH2:17]4)[CH2:10]2)[CH:5]=[C:6]([Cl:8])[CH:7]=1.C(O)(=[O:34])C. (2) Given the product [F:1][C:2]1[CH:7]=[C:6]([CH:8]([OH:9])[CH2:15][CH3:16])[CH:5]=[CH:4][C:3]=1[NH:10][S:11]([CH3:14])(=[O:13])=[O:12], predict the reactants needed to synthesize it. The reactants are: [F:1][C:2]1[CH:7]=[C:6]([CH:8]=[O:9])[CH:5]=[CH:4][C:3]=1[NH:10][S:11]([CH3:14])(=[O:13])=[O:12].[CH2:15]1COC[CH2:16]1. (3) Given the product [SH:15][C:14]1[N:16]=[C:4]2[CH2:5][CH2:6][CH2:7][CH2:8][CH2:9][C:3]2=[CH:2][C:13]=1[C:11]#[N:12], predict the reactants needed to synthesize it. The reactants are: O[CH:2]=[C:3]1[CH2:9][CH2:8][CH2:7][CH2:6][CH2:5][C:4]1=O.[C:11]([CH2:13][C:14]([NH2:16])=[S:15])#[N:12].N1CCCCC1.CC(O)=O. (4) Given the product [BrH:26].[CH2:13]([CH:11]1[C:10]2=[N:15][C:16]([C:20]3[CH:25]=[CH:24][N:23]=[CH:22][N:21]=3)=[CH:17][C:18](=[O:19])[N:9]2[CH2:8][CH2:7][NH:6][CH2:12]1)[CH3:14], predict the reactants needed to synthesize it. The reactants are: C(OC([N:6]1[CH2:12][CH:11]([CH2:13][CH3:14])[C:10]2=[N:15][C:16]([C:20]3[CH:25]=[CH:24][N:23]=[CH:22][N:21]=3)=[CH:17][C:18](=[O:19])[N:9]2[CH2:8][CH2:7]1)=O)C.[BrH:26]. (5) The reactants are: C([O:4][C:5]1[CH:10]=[C:9]([C:11]#[N:12])[C:8](Br)=[C:7]([C:14]#[N:15])[C:6]=1[O:16]C(=O)C)(=O)C.[CH3:20][C:21]([CH3:28])([CH3:27])[CH:22]=[CH:23]B(O)O. Given the product [CH3:20][C:21]([CH3:28])([CH3:27])/[CH:22]=[CH:23]/[C:8]1[C:7]([C:14]#[N:15])=[C:6]([OH:16])[C:5]([OH:4])=[CH:10][C:9]=1[C:11]#[N:12], predict the reactants needed to synthesize it. (6) Given the product [C:14]([C:16]1[N:21]=[CH:20][C:19]([C:22]2[C:34]3[C:33]4[C:28](=[CH:29][CH:30]=[CH:31][CH:32]=4)[N:27]([C:35]4[CH:36]=[CH:37][C:38]([C:39]([O:41][C:42]([CH3:43])([CH3:44])[CH3:45])=[O:40])=[C:46]([NH:7][CH2:8][CH2:9][C:10]([OH:12])([CH3:13])[CH3:11])[CH:47]=4)[C:26]=3[CH:25]=[CH:24][CH:23]=2)=[CH:18][CH:17]=1)#[N:15], predict the reactants needed to synthesize it. The reactants are: C(=O)([O-])[O-].[K+].[K+].[NH2:7][CH2:8][CH2:9][C:10]([CH3:13])([OH:12])[CH3:11].[C:14]([C:16]1[N:21]=[CH:20][C:19]([C:22]2[C:34]3[C:33]4[C:28](=[CH:29][CH:30]=[CH:31][CH:32]=4)[N:27]([C:35]4[CH:47]=[CH:46][C:38]([C:39]([O:41][C:42]([CH3:45])([CH3:44])[CH3:43])=[O:40])=[C:37](F)[CH:36]=4)[C:26]=3[CH:25]=[CH:24][CH:23]=2)=[CH:18][CH:17]=1)#[N:15].